From a dataset of Forward reaction prediction with 1.9M reactions from USPTO patents (1976-2016). Predict the product of the given reaction. Given the reactants [C:1]1([N:7]2[CH2:12][CH2:11][NH:10][CH2:9][CH2:8]2)[CH:6]=[CH:5][CH:4]=[CH:3][CH:2]=1.C(S[C:16]1[N:17]=[C:18]([OH:25])[C:19]2[S:24][CH2:23][CH2:22][C:20]=2[N:21]=1)C.O, predict the reaction product. The product is: [C:1]1([N:7]2[CH2:12][CH2:11][N:10]([C:16]3[N:17]=[C:18]([OH:25])[C:19]4[S:24][CH2:23][CH2:22][C:20]=4[N:21]=3)[CH2:9][CH2:8]2)[CH:6]=[CH:5][CH:4]=[CH:3][CH:2]=1.